Task: Predict the reaction yield, written as a fraction of the theoretical maximum amount of product (1.0 means a 100% yield; for example, 0.34 means a 34% yield).. Dataset: Reaction yield outcomes from USPTO patents with 853,638 reactions (1) The reactants are Cl[C:2]1[N:7]=[C:6]([C:8]2[S:12][C:11]([C:13]([CH3:16])([CH3:15])[CH3:14])=[N:10][C:9]=2[C:17]2[C:18]([F:35])=[C:19]([NH:23][S:24]([C:27]3[C:32]([F:33])=[CH:31][CH:30]=[CH:29][C:28]=3[F:34])(=[O:26])=[O:25])[CH:20]=[CH:21][CH:22]=2)[CH:5]=[CH:4][N:3]=1.[CH3:36][S:37][CH2:38][CH2:39][CH2:40][NH2:41]. No catalyst specified. The product is [CH3:14][C:13]([C:11]1[S:12][C:8]([C:6]2[CH:5]=[CH:4][N:3]=[C:2]([NH:41][CH2:40][CH2:39][CH2:38][S:37][CH3:36])[N:7]=2)=[C:9]([C:17]2[C:18]([F:35])=[C:19]([NH:23][S:24]([C:27]3[C:32]([F:33])=[CH:31][CH:30]=[CH:29][C:28]=3[F:34])(=[O:26])=[O:25])[CH:20]=[CH:21][CH:22]=2)[N:10]=1)([CH3:16])[CH3:15]. The yield is 0.900. (2) The reactants are [F:1][C:2]1[CH:3]=[C:4]([C:9]2[N:14]=[CH:13][CH:12]=[CH:11][N:10]=2)[CH:5]=[C:6]([F:8])[CH:7]=1.[N+:15]([O-])([OH:17])=[O:16]. The catalyst is OS(O)(=O)=O.O. The product is [F:1][C:2]1[C:3]([N+:15]([O-:17])=[O:16])=[C:4]([C:9]2[N:10]=[CH:11][CH:12]=[CH:13][N:14]=2)[CH:5]=[C:6]([F:8])[CH:7]=1. The yield is 1.00. (3) The reactants are Br[CH:2]1[CH2:7][CH2:6][O:5][CH2:4][CH2:3]1.[Mg].II.[NH2:11][C:12]1[N:16]([C:17]2[CH:18]=[C:19]([CH:26]=[CH:27][C:28]=2[CH3:29])[C:20]([NH:22][CH:23]2[CH2:25][CH2:24]2)=[O:21])[CH:15]=[N:14][C:13]=1[C:30]#N.C1C[O:35]CC1. No catalyst specified. The product is [NH2:11][C:12]1[N:16]([C:17]2[CH:18]=[C:19]([CH:26]=[CH:27][C:28]=2[CH3:29])[C:20]([NH:22][CH:23]2[CH2:25][CH2:24]2)=[O:21])[CH:15]=[N:14][C:13]=1[C:30]([CH:2]1[CH2:7][CH2:6][O:5][CH2:4][CH2:3]1)=[O:35]. The yield is 0.300.